From a dataset of Forward reaction prediction with 1.9M reactions from USPTO patents (1976-2016). Predict the product of the given reaction. (1) Given the reactants [F:8][C:7]([F:10])([F:9])[C:6](O[C:6](=[O:11])[C:7]([F:10])([F:9])[F:8])=[O:11].[CH3:14][N:15]1[C:23]2([CH2:28][CH2:27][N:26]([C:29]([O:31][C:32]([CH3:35])([CH3:34])[CH3:33])=[O:30])[CH2:25][CH2:24]2)[C:19]2=[CH:20][CH:21]=[CH:22][N:18]2[CH2:17][CH2:16]1.N1C=CC=CC=1, predict the reaction product. The product is: [CH3:14][N:15]1[C:23]2([CH2:24][CH2:25][N:26]([C:29]([O:31][C:32]([CH3:35])([CH3:34])[CH3:33])=[O:30])[CH2:27][CH2:28]2)[C:19]2=[CH:20][CH:21]=[C:22]([C:6](=[O:11])[C:7]([F:8])([F:9])[F:10])[N:18]2[CH2:17][CH2:16]1. (2) The product is: [Cl:1][C:2]1[CH:9]=[CH:8][C:5]([C:6]#[N:7])=[C:4]([C:10]2[C:15]([C:16]([F:17])([F:18])[F:19])=[CH:14][NH:13][C:12](=[O:20])[CH:11]=2)[CH:3]=1. Given the reactants [Cl:1][C:2]1[CH:9]=[CH:8][C:5]([C:6]#[N:7])=[C:4]([C:10]2[C:15]([C:16]([F:19])([F:18])[F:17])=[CH:14][N:13]=[C:12]([O:20]C)[CH:11]=2)[CH:3]=1.Cl.[NH+]1C=CC=CC=1, predict the reaction product. (3) Given the reactants Cl.[CH:2]1([C@@H:5]([NH:16][S@@](C(C)(C)C)=O)[CH2:6][C:7](=[O:15])[C:8](=[N+:13]=[N-:14])[C:9]([O:11][CH3:12])=[O:10])[CH2:4][CH2:3]1.[OH-].[Na+].[CH3:25][C:26]([O:29][C:30](O[C:30]([O:29][C:26]([CH3:28])([CH3:27])[CH3:25])=[O:31])=[O:31])([CH3:28])[CH3:27], predict the reaction product. The product is: [C:26]([O:29][C:30]([NH:16][C@H:5]([CH:2]1[CH2:3][CH2:4]1)[CH2:6][C:7](=[O:15])[C:8](=[N+:13]=[N-:14])[C:9]([O:11][CH3:12])=[O:10])=[O:31])([CH3:28])([CH3:27])[CH3:25]. (4) Given the reactants [C:1]([O:4][C@H:5]1[CH2:10][C@H:9]([CH3:11])[CH2:8][CH2:7][C@H:6]1[C:12]([OH:14])=O)(=[O:3])[CH3:2].C(Cl)(=O)C([Cl:18])=O, predict the reaction product. The product is: [C:1]([O:4][CH:5]1[CH2:10][CH:9]([CH3:11])[CH2:8][CH2:7][CH:6]1[C:12]([Cl:18])=[O:14])(=[O:3])[CH3:2]. (5) The product is: [NH2:34][C:2](=[NH:1])[C:3]1[CH:4]=[CH:5][C:6]([O:7][CH2:8][CH2:9][CH2:10][N:11]2[CH2:16][CH2:15][CH:14]([CH2:17][CH2:18][CH2:19][O:20][C:21]3[CH:30]=[CH:29][C:24]([C:25]([NH2:28])=[NH:26])=[C:23]([F:31])[CH:22]=3)[CH2:13][CH2:12]2)=[CH:32][CH:33]=1. Given the reactants [NH2:1][C:2](=[N:34]O)[C:3]1[CH:33]=[CH:32][C:6]([O:7][CH2:8][CH2:9][CH2:10][N:11]2[CH2:16][CH2:15][CH:14]([CH2:17][CH2:18][CH2:19][O:20][C:21]3[CH:30]=[CH:29][C:24]([C:25]([NH2:28])=[N:26]O)=[C:23]([F:31])[CH:22]=3)[CH2:13][CH2:12]2)=[CH:5][CH:4]=1.C(OC(=O)C)(=O)C, predict the reaction product. (6) Given the reactants [CH2:1]([N:5]([CH2:27][CH2:28][CH2:29][CH3:30])[C:6](=[O:26])[C:7]1[CH:12]=[CH:11][C:10]([N+:13]([O-])=O)=[C:9]([NH:16][CH2:17][CH2:18][CH2:19][N:20]2[CH2:25][CH2:24][CH2:23][CH2:22][CH2:21]2)[N:8]=1)[CH2:2][CH2:3][CH3:4].O.O.[Sn](Cl)Cl.[OH-].[Na+], predict the reaction product. The product is: [NH2:13][C:10]1[CH:11]=[CH:12][C:7]([C:6]([N:5]([CH2:1][CH2:2][CH2:3][CH3:4])[CH2:27][CH2:28][CH2:29][CH3:30])=[O:26])=[N:8][C:9]=1[NH:16][CH2:17][CH2:18][CH2:19][N:20]1[CH2:25][CH2:24][CH2:23][CH2:22][CH2:21]1. (7) The product is: [Cl:21][C:15]1[CH:16]=[CH:17][CH:18]=[C:19]([Cl:20])[C:14]=1[S:11]([N:9]([CH3:10])[CH2:8][CH2:7][CH2:6][CH2:5][C:4]([OH:22])=[O:3])(=[O:13])=[O:12]. Given the reactants C([O:3][C:4](=[O:22])[CH2:5][CH2:6][CH2:7][CH2:8][N:9]([S:11]([C:14]1[C:19]([Cl:20])=[CH:18][CH:17]=[CH:16][C:15]=1[Cl:21])(=[O:13])=[O:12])[CH3:10])C.[OH-].[Li+], predict the reaction product. (8) Given the reactants [F:1][C:2]1[N:10]=[C:9]2[C:5]([N:6]=[C:7]([CH2:38][C:39]3[C:47]([I:48])=[CH:46][C:42]4[O:43][CH2:44][O:45][C:41]=4[CH:40]=3)[N:8]2[CH2:11][CH2:12][O:13][CH2:14][CH2:15][CH2:16][CH2:17][O:18]C(C2C=CC=CC=2)(C2C=CC=CC=2)C2C=CC=CC=2)=[C:4]([NH2:49])[N:3]=1, predict the reaction product. The product is: [NH2:49][C:4]1[N:3]=[C:2]([F:1])[N:10]=[C:9]2[C:5]=1[N:6]=[C:7]([CH2:38][C:39]1[C:47]([I:48])=[CH:46][C:42]3[O:43][CH2:44][O:45][C:41]=3[CH:40]=1)[N:8]2[CH2:11][CH2:12][O:13][CH2:14][CH2:15][CH2:16][CH2:17][OH:18]. (9) Given the reactants [CH2:1]([NH2:4])[C:2]#[CH:3].[F:5][C:6]([F:12])([F:11])[C:7](OC)=[O:8], predict the reaction product. The product is: [CH2:1]([NH:4][C:7](=[O:8])[C:6]([F:12])([F:11])[F:5])[C:2]#[CH:3].